This data is from Forward reaction prediction with 1.9M reactions from USPTO patents (1976-2016). The task is: Predict the product of the given reaction. (1) Given the reactants [C:1]([O:5][C:6](=[O:23])[NH:7][C:8]1[CH:13]=[CH:12][C:11]([C:14]2[CH:19]=[CH:18][C:17]([F:20])=[CH:16][C:15]=2[F:21])=[CH:10][C:9]=1[NH2:22])([CH3:4])([CH3:3])[CH3:2].CC1(C)[O:30][C:29]([C:31]2[CH:32]=[C:33]([CH:36]=[CH:37][CH:38]=2)[C:34]#[N:35])=[CH:28][C:27](=O)[O:26]1, predict the reaction product. The product is: [C:1]([O:5][C:6](=[O:23])[NH:7][C:8]1[CH:13]=[CH:12][C:11]([C:14]2[CH:19]=[CH:18][C:17]([F:20])=[CH:16][C:15]=2[F:21])=[CH:10][C:9]=1[NH:22][C:27](=[O:26])[CH2:28][C:29]([C:31]1[CH:38]=[CH:37][CH:36]=[C:33]([C:34]#[N:35])[CH:32]=1)=[O:30])([CH3:4])([CH3:2])[CH3:3]. (2) The product is: [Cl:1][CH2:2][CH2:3][C:4]1[CH:9]=[CH:8][C:7]([C:10]2[CH:15]=[CH:14][C:13]([S:16]([Cl:22])(=[O:19])=[O:17])=[CH:12][CH:11]=2)=[CH:6][CH:5]=1. Given the reactants [Cl:1][CH2:2][CH2:3][C:4]1[CH:9]=[CH:8][C:7]([C:10]2[CH:15]=[CH:14][C:13]([S:16]([OH:19])(=O)=[O:17])=[CH:12][CH:11]=2)=[CH:6][CH:5]=1.S(Cl)([Cl:22])=O.CN(C)C(=O)C, predict the reaction product. (3) Given the reactants [CH:1]([C:4]1[NH:5][C:6]([C:16]2[CH:17]=[C:18]([C:22]3[CH:27]=[CH:26][C:25]([C:28](O)=[O:29])=[CH:24][CH:23]=3)[CH:19]=[CH:20][CH:21]=2)=[C:7]([C:9]2[CH:14]=[CH:13][CH:12]=[C:11]([CH3:15])[N:10]=2)[N:8]=1)([CH3:3])[CH3:2].[CH:31]1[CH:36]=CC=CC=1, predict the reaction product. The product is: [CH:1]([C:4]1[NH:5][C:6]([C:16]2[CH:17]=[C:18]([C:22]3[CH:23]=[CH:24][C:25]([C:28]([N:8]4[CH2:31][CH2:36][N:5]([CH3:4])[CH2:6][CH2:7]4)=[O:29])=[CH:26][CH:27]=3)[CH:19]=[CH:20][CH:21]=2)=[C:7]([C:9]2[CH:14]=[CH:13][CH:12]=[C:11]([CH3:15])[N:10]=2)[N:8]=1)([CH3:2])[CH3:3]. (4) Given the reactants [Br:1][C:2]1[CH:3]=[C:4]2[C:10]([C:11](=O)[CH2:12]Cl)=[C:9]([CH3:15])[NH:8][C:5]2=[N:6][CH:7]=1.[NH2:16][C:17]([NH2:19])=[S:18], predict the reaction product. The product is: [Br:1][C:2]1[CH:3]=[C:4]2[C:10]([C:11]3[N:16]=[C:17]([NH2:19])[S:18][CH:12]=3)=[C:9]([CH3:15])[NH:8][C:5]2=[N:6][CH:7]=1. (5) Given the reactants [CH2:1]([O:8][C:9]1[CH:16]=[C:15]([CH2:17][O:18][CH2:19][C:20]2[CH:25]=[CH:24][CH:23]=[CH:22][CH:21]=2)[CH:14]=[CH:13][C:10]=1[CH:11]=O)[C:2]1[CH:7]=[CH:6][CH:5]=[CH:4][CH:3]=1.[F:26][C:27]1[CH:33]=[CH:32][C:30]([NH2:31])=[CH:29][CH:28]=1, predict the reaction product. The product is: [CH2:1]([O:8][C:9]1[CH:16]=[C:15]([CH2:17][O:18][CH2:19][C:20]2[CH:25]=[CH:24][CH:23]=[CH:22][CH:21]=2)[CH:14]=[CH:13][C:10]=1[CH:11]=[N:31][C:30]1[CH:32]=[CH:33][C:27]([F:26])=[CH:28][CH:29]=1)[C:2]1[CH:7]=[CH:6][CH:5]=[CH:4][CH:3]=1.